This data is from Full USPTO retrosynthesis dataset with 1.9M reactions from patents (1976-2016). The task is: Predict the reactants needed to synthesize the given product. (1) The reactants are: [C:1](Cl)(=[O:3])[CH3:2].[CH3:5][C:6]1[N:10]([C:11]2[CH:16]=[CH:15][C:14]([C:17]([F:20])([F:19])[F:18])=[CH:13][N:12]=2)[N:9]=[CH:8][C:7]=1[C:21]([NH:23][C:24]1[CH:25]=[N:26][C:27]([C:31]2[CH2:32][CH2:33][NH:34][CH2:35][CH:36]=2)=[C:28]([CH3:30])[CH:29]=1)=[O:22].O. Given the product [C:1]([N:34]1[CH2:35][CH:36]=[C:31]([C:27]2[N:26]=[CH:25][C:24]([NH:23][C:21]([C:7]3[CH:8]=[N:9][N:10]([C:11]4[CH:16]=[CH:15][C:14]([C:17]([F:20])([F:19])[F:18])=[CH:13][N:12]=4)[C:6]=3[CH3:5])=[O:22])=[CH:29][C:28]=2[CH3:30])[CH2:32][CH2:33]1)(=[O:3])[CH3:2], predict the reactants needed to synthesize it. (2) The reactants are: [Cl:1][C:2]1[CH:3]=[C:4]([CH:7]=[CH:8][C:9]=1F)[CH:5]=[O:6].[CH2:11]([S-:13])[CH3:12].[Na+]. Given the product [Cl:1][C:2]1[CH:3]=[C:4]([CH:7]=[CH:8][C:9]=1[S:13][CH2:11][CH3:12])[CH:5]=[O:6], predict the reactants needed to synthesize it. (3) Given the product [OH:12][C:10]1[C:9]2[CH:8]=[CH:7][CH:6]=[CH:5][C:4]=2[N:3]2[C:15](=[O:23])[C:16]3[CH:22]=[CH:21][CH:20]=[CH:19][C:17]=3[N:18]=[C:2]2[N:11]=1, predict the reactants needed to synthesize it. The reactants are: Cl[C:2]1[N:11]=[C:10]([O:12]CC)[C:9]2[C:4](=[CH:5][CH:6]=[CH:7][CH:8]=2)[N:3]=1.[C:15](OC)(=[O:23])[C:16]1[C:17](=[CH:19][CH:20]=[CH:21][CH:22]=1)[NH2:18]. (4) Given the product [OH:30][C:27]1[CH:28]=[CH:29][C:24]([C:21]2[CH:20]=[CH:19][C:18]([O:17][CH2:16][CH2:15][CH2:14][O:13][C:10]3[CH:11]=[CH:12][C:7]([CH2:6][C@H:5]([O:38][CH3:39])[C:4]([OH:40])=[O:3])=[CH:8][CH:9]=3)=[CH:23][CH:22]=2)=[CH:25][CH:26]=1, predict the reactants needed to synthesize it. The reactants are: C([O:3][C:4](=[O:40])[C@@H:5]([O:38][CH3:39])[CH2:6][C:7]1[CH:12]=[CH:11][C:10]([O:13][CH2:14][CH2:15][CH2:16][O:17][C:18]2[CH:23]=[CH:22][C:21]([C:24]3[CH:29]=[CH:28][C:27]([O:30][Si](C(C)(C)C)(C)C)=[CH:26][CH:25]=3)=[CH:20][CH:19]=2)=[CH:9][CH:8]=1)C.[OH-].[Na+].